The task is: Predict the reaction yield, written as a fraction of the theoretical maximum amount of product (1.0 means a 100% yield; for example, 0.34 means a 34% yield).. This data is from Reaction yield outcomes from USPTO patents with 853,638 reactions. (1) The reactants are Cl[CH2:2][CH2:3][C:4]([C:6]1[CH:11]=[C:10]([Cl:12])[C:9]([OH:13])=[CH:8][C:7]=1[OH:14])=[O:5].[OH-].[Na+].Cl. The catalyst is O. The product is [Cl:12][C:10]1[CH:11]=[C:6]2[C:7](=[CH:8][C:9]=1[OH:13])[O:14][CH2:2][CH2:3][C:4]2=[O:5]. The yield is 0.627. (2) The reactants are FC(F)(F)C(O)=O.[Cl:8][C:9]1[C:10]([NH:31][C@@H:32]2[C@@H:37]3[CH2:38][C@@H:34]([CH:35]=[CH:36]3)[C@@H:33]2[C:39]([NH2:41])=[O:40])=[C:11]2[N:17]=[C:16]([C:18]3[CH:23]=[CH:22][C:21](CN4CCOCC4)=[CH:20][CH:19]=3)[NH:15][C:12]2=[N:13][CH:14]=1.NC1C(N)=C(N[C@H]2[C@H]3C[C@H](C=C3)[C@H]2C(N)=O)C(Cl)=CN=1.[CH3:62][N:63]1[CH2:68][CH2:67][N:66](C2C=CC(C=O)=CC=2)[CH2:65][CH2:64]1. No catalyst specified. The product is [Cl:8][C:9]1[C:10]([NH:31][C@H:32]2[C@H:37]3[CH2:38][C@H:34]([CH:35]=[CH:36]3)[C@H:33]2[C:39]([NH2:41])=[O:40])=[C:11]2[N:17]=[C:16]([C:18]3[CH:19]=[CH:20][C:21]([N:66]4[CH2:67][CH2:68][N:63]([CH3:62])[CH2:64][CH2:65]4)=[CH:22][CH:23]=3)[NH:15][C:12]2=[N:13][CH:14]=1. The yield is 0.660.